From a dataset of Reaction yield outcomes from USPTO patents with 853,638 reactions. Predict the reaction yield, written as a fraction of the theoretical maximum amount of product (1.0 means a 100% yield; for example, 0.34 means a 34% yield). (1) The reactants are C[CH2:2][N:3](CC)[CH2:4]C.N(C)C.Cl.[Cl:12][C:13]1[CH:33]=[C:32]([CH:34]=O)[CH:31]=[C:30]([Cl:36])[C:14]=1[C:15]([NH:17][C:18]1[CH:23]=[CH:22][N:21]=[C:20]([NH:24][C:25]([CH:27]2[CH2:29][CH2:28]2)=[O:26])[CH:19]=1)=[O:16].[BH4-].[Na+]. The catalyst is CO.CCOC(C)=O. The product is [Cl:36][C:30]1[CH:31]=[C:32]([CH2:34][N:3]([CH3:4])[CH3:2])[CH:33]=[C:13]([Cl:12])[C:14]=1[C:15]([NH:17][C:18]1[CH:23]=[CH:22][N:21]=[C:20]([NH:24][C:25]([CH:27]2[CH2:29][CH2:28]2)=[O:26])[CH:19]=1)=[O:16]. The yield is 0.310. (2) The reactants are [NH2:1][C:2]1[C:3]2[N:4]([C:8]([C@@H:26]3[CH2:31][CH2:30][CH2:29][CH2:28][NH:27]3)=[N:9][C:10]=2[C:11]2[CH:25]=[CH:24][C:14]([C:15]([NH:17][C:18]3[CH:23]=[CH:22][N:21]=[CH:20][N:19]=3)=[O:16])=[CH:13][CH:12]=2)[CH:5]=[CH:6][N:7]=1.[C:32](O)(=[O:36])[C:33]#[C:34][CH3:35]. No catalyst specified. The product is [NH2:1][C:2]1[C:3]2[N:4]([C:8]([C@@H:26]3[CH2:31][CH2:30][CH2:29][CH2:28][N:27]3[C:32](=[O:36])[C:33]#[C:34][CH3:35])=[N:9][C:10]=2[C:11]2[CH:12]=[CH:13][C:14]([C:15]([NH:17][C:18]3[CH:23]=[CH:22][N:21]=[CH:20][N:19]=3)=[O:16])=[CH:24][CH:25]=2)[CH:5]=[CH:6][N:7]=1. The yield is 0.269. (3) The reactants are [N:1](/[C:4](=[CH:9]\[C:10]1[CH:15]=[CH:14][C:13]([O:16][CH2:17][C:18]2[CH:23]=[CH:22][CH:21]=[CH:20][CH:19]=2)=[C:12]([N+:24]([O-:26])=[O:25])[CH:11]=1)/[C:5]([O:7][CH3:8])=[O:6])=[N+]=[N-]. The catalyst is C1(C)C(C)=CC=CC=1. The product is [CH2:17]([O:16][C:13]1[CH:14]=[C:15]2[C:10]([CH:9]=[C:4]([C:5]([O:7][CH3:8])=[O:6])[NH:1]2)=[CH:11][C:12]=1[N+:24]([O-:26])=[O:25])[C:18]1[CH:23]=[CH:22][CH:21]=[CH:20][CH:19]=1. The yield is 0.150. (4) The reactants are [CH3:1][C:2]1[CH:3]=[C:4]([NH:8][C:9]2[N:14]3[N:15]=[CH:16][C:17]([C:18](O)=[O:19])=[C:13]3[N:12]=[CH:11][C:10]=2[C:21]([N:23]2[CH2:28][CH2:27][CH:26]([C:29]3[CH:34]=[CH:33][CH:32]=[CH:31][CH:30]=3)[CH2:25][CH2:24]2)=[O:22])[CH:5]=[CH:6][CH:7]=1.[CH2:35]([S:37]([NH2:40])(=[O:39])=[O:38])[CH3:36]. No catalyst specified. The product is [CH3:1][C:2]1[CH:3]=[C:4]([NH:8][C:9]2[N:14]3[N:15]=[CH:16][C:17]([C:18]([NH:40][S:37]([CH2:35][CH3:36])(=[O:39])=[O:38])=[O:19])=[C:13]3[N:12]=[CH:11][C:10]=2[C:21]([N:23]2[CH2:28][CH2:27][CH:26]([C:29]3[CH:30]=[CH:31][CH:32]=[CH:33][CH:34]=3)[CH2:25][CH2:24]2)=[O:22])[CH:5]=[CH:6][CH:7]=1. The yield is 0.270. (5) The reactants are Br[CH2:2][C:3]1[C:11]2[C:6](=[CH:7][CH:8]=[CH:9][CH:10]=2)[N:5]([S:12]([C:15]2[CH:21]=[CH:20][C:18]([CH3:19])=[CH:17][CH:16]=2)(=[O:14])=[O:13])[CH:4]=1.[O:22]=[C:23]1[C:28]2([CH2:33][CH2:32][N:31]([C:34]([O:36][C:37]([CH3:40])([CH3:39])[CH3:38])=[O:35])[CH2:30][CH2:29]2)[CH2:27][CH2:26][CH2:25][NH:24]1.[H-].[Na+]. The catalyst is C1COCC1.[I-].C([NH3+])(C)(C)C. The product is [O:22]=[C:23]1[C:28]2([CH2:29][CH2:30][N:31]([C:34]([O:36][C:37]([CH3:40])([CH3:39])[CH3:38])=[O:35])[CH2:32][CH2:33]2)[CH2:27][CH2:26][CH2:25][N:24]1[CH2:2][C:3]1[C:11]2[C:6](=[CH:7][CH:8]=[CH:9][CH:10]=2)[N:5]([S:12]([C:15]2[CH:21]=[CH:20][C:18]([CH3:19])=[CH:17][CH:16]=2)(=[O:14])=[O:13])[CH:4]=1. The yield is 0.640. (6) The reactants are [Cl:1][C:2]1[CH:11]=[C:10]([F:12])[C:9]([N:13]2[CH:17]=[CH:16][CH:15]=[N:14]2)=[CH:8][C:3]=1[C:4](OC)=[O:5].[NH3:18]. The catalyst is CO. The product is [Cl:1][C:2]1[CH:11]=[C:10]([F:12])[C:9]([N:13]2[CH:17]=[CH:16][CH:15]=[N:14]2)=[CH:8][C:3]=1[C:4]([NH2:18])=[O:5]. The yield is 0.740.